This data is from Peptide-MHC class I binding affinity with 185,985 pairs from IEDB/IMGT. The task is: Regression. Given a peptide amino acid sequence and an MHC pseudo amino acid sequence, predict their binding affinity value. This is MHC class I binding data. The peptide sequence is RLRYNLCKYL. The MHC is HLA-A02:02 with pseudo-sequence HLA-A02:02. The binding affinity (normalized) is 0.486.